The task is: Predict the reactants needed to synthesize the given product.. This data is from Full USPTO retrosynthesis dataset with 1.9M reactions from patents (1976-2016). (1) Given the product [CH:1]1([C:4]2[N:8]([C:9]3[CH:14]=[C:13]([I:15])[CH:12]=[CH:11][N:10]=3)[N:7]=[C:6]([C:16]([NH2:20])=[O:18])[CH:5]=2)[CH2:2][CH2:3]1, predict the reactants needed to synthesize it. The reactants are: [CH:1]1([C:4]2[N:8]([C:9]3[CH:14]=[C:13]([I:15])[CH:12]=[CH:11][N:10]=3)[N:7]=[C:6]([C:16]([OH:18])=O)[CH:5]=2)[CH2:3][CH2:2]1.[Cl-].[NH4+:20]. (2) Given the product [O:28]1[CH:32]=[CH:31][CH:30]=[C:29]1[C:33]([N:3]1[CH2:8][CH2:7][C:6](=[O:9])[CH2:5][CH2:4]1)=[O:34], predict the reactants needed to synthesize it. The reactants are: O.Cl.[NH:3]1[CH2:8][CH2:7][C:6](=[O:9])[CH2:5][CH2:4]1.CC[NH+](CC)CC.CC[NH+](CC)CC.C([O-])([O-])=O.[O:28]1[CH:32]=[CH:31][CH:30]=[C:29]1[C:33](O)=[O:34].Cl.CN(C)CCCN=C=NCC.